The task is: Predict which catalyst facilitates the given reaction.. This data is from Catalyst prediction with 721,799 reactions and 888 catalyst types from USPTO. (1) Reactant: [Br:1][C:2]1[CH:14]=[C:13]2[C:5]([C:6]3[CH:7]=[CH:8]C(N)=[CH:10][C:11]=3[CH2:12]2)=[CH:4][CH:3]=1.IC[CH2:18][CH2:19][CH3:20].[C:21](=O)([O-])[O-].[K+].[K+].[CH3:27][N:28]([CH3:31])[CH:29]=O.C(O[CH2:35][CH3:36])C. Product: [Br:1][C:2]1[CH:14]=[C:13]2[C:5]([C:6]3[CH:7]=[CH:8][C:27]([N:28]([CH2:31][CH2:21][CH2:35][CH3:36])[CH2:29][CH2:18][CH2:19][CH3:20])=[CH:10][C:11]=3[CH2:12]2)=[CH:4][CH:3]=1. The catalyst class is: 6. (2) Reactant: S(Cl)([Cl:3])=O.[F:5][C:6]([F:21])([F:20])[C:7]1[CH:8]=[CH:9][C:10]([N:13]2[C:17]([CH2:18]O)=[N:16][N:15]=[N:14]2)=[N:11][CH:12]=1. Product: [Cl:3][CH2:18][C:17]1[N:13]([C:10]2[CH:9]=[CH:8][C:7]([C:6]([F:21])([F:20])[F:5])=[CH:12][N:11]=2)[N:14]=[N:15][N:16]=1. The catalyst class is: 11. (3) Reactant: [CH2:1]([O:3][C:4]1[N:8]=[C:7]([CH:9]2[CH2:14][CH:13]([C:15]3[CH:20]=[CH:19][C:18]([O:21][C:22]([F:25])([F:24])[F:23])=[C:17]([F:26])[CH:16]=3)[CH2:12][N:11](C(OC(C)(C)C)=O)[CH2:10]2)[O:6][N:5]=1)[CH3:2].FC(F)(F)C(O)=O. Product: [CH2:1]([O:3][C:4]1[N:8]=[C:7]([CH:9]2[CH2:14][CH:13]([C:15]3[CH:20]=[CH:19][C:18]([O:21][C:22]([F:25])([F:23])[F:24])=[C:17]([F:26])[CH:16]=3)[CH2:12][NH:11][CH2:10]2)[O:6][N:5]=1)[CH3:2]. The catalyst class is: 4. (4) Reactant: [CH3:1][C:2]([O:5][C:6]([NH:8][C:9]1([C:15]([O:17][CH3:18])=[O:16])[CH2:14][CH2:13][NH:12][CH2:11][CH2:10]1)=[O:7])([CH3:4])[CH3:3].[Br:19][C:20]1[CH:25]=[CH:24][C:23]([S:26](Cl)(=[O:28])=[O:27])=[CH:22][CH:21]=1.CCN(C(C)C)C(C)C. Product: [Br:19][C:20]1[CH:25]=[CH:24][C:23]([S:26]([N:12]2[CH2:13][CH2:14][C:9]([NH:8][C:6]([O:5][C:2]([CH3:1])([CH3:3])[CH3:4])=[O:7])([C:15]([O:17][CH3:18])=[O:16])[CH2:10][CH2:11]2)(=[O:28])=[O:27])=[CH:22][CH:21]=1. The catalyst class is: 4.